Dataset: HIV replication inhibition screening data with 41,000+ compounds from the AIDS Antiviral Screen. Task: Binary Classification. Given a drug SMILES string, predict its activity (active/inactive) in a high-throughput screening assay against a specified biological target. (1) The compound is COCC12CCC(OC)C34C5CC6(O)C(OC)CC(OC(C)=O)(C5C6OC(=O)c5ccccc5)C(C(OC)C13)C4N(C)C2. The result is 0 (inactive). (2) The drug is CC(NC(=O)C1CC1(C)CO)c1cccc2ccccc12. The result is 0 (inactive).